Dataset: Peptide-MHC class I binding affinity with 185,985 pairs from IEDB/IMGT. Task: Regression. Given a peptide amino acid sequence and an MHC pseudo amino acid sequence, predict their binding affinity value. This is MHC class I binding data. (1) The peptide sequence is RQFVSNNGK. The MHC is HLA-B58:01 with pseudo-sequence HLA-B58:01. The binding affinity (normalized) is 0.0847. (2) The binding affinity (normalized) is 0.0847. The peptide sequence is APAKKAAPA. The MHC is HLA-A26:01 with pseudo-sequence HLA-A26:01. (3) The peptide sequence is LPWTSGATT. The MHC is HLA-B35:01 with pseudo-sequence HLA-B35:01. The binding affinity (normalized) is 0.337. (4) The peptide sequence is IPITAAAWYL. The MHC is HLA-B51:01 with pseudo-sequence HLA-B51:01. The binding affinity (normalized) is 0.192. (5) The peptide sequence is IIRQRNDEI. The MHC is HLA-A02:01 with pseudo-sequence HLA-A02:01. The binding affinity (normalized) is 0.